Dataset: Forward reaction prediction with 1.9M reactions from USPTO patents (1976-2016). Task: Predict the product of the given reaction. (1) Given the reactants [CH2:1]([O:4][NH:5][C:6]1[N:11]=[C:10]([NH:12][CH2:13][CH2:14][CH3:15])[N:9]=[C:8]([NH:16][CH2:17][CH2:18][CH3:19])[N:7]=1)[CH:2]=[CH2:3].[ClH:20].C(OCC)C, predict the reaction product. The product is: [ClH:20].[CH2:1]([O:4][NH:5][C:6]1[N:11]=[C:10]([NH:12][CH2:13][CH2:14][CH3:15])[N:9]=[C:8]([NH:16][CH2:17][CH2:18][CH3:19])[N:7]=1)[CH:2]=[CH2:3]. (2) Given the reactants C[O:2][C:3](=O)[CH:4]([NH:12][S:13]([C:16]1[CH:21]=[CH:20][C:19]([Cl:22])=[CH:18][CH:17]=1)(=[O:15])=[O:14])[CH2:5][C:6]1[CH:11]=[CH:10][CH:9]=[CH:8][CH:7]=1.[NH3:24], predict the reaction product. The product is: [Cl:22][C:19]1[CH:20]=[CH:21][C:16]([S:13]([NH:12][CH:4]([CH2:5][C:6]2[CH:11]=[CH:10][CH:9]=[CH:8][CH:7]=2)[C:3]([NH2:24])=[O:2])(=[O:15])=[O:14])=[CH:17][CH:18]=1. (3) Given the reactants [C:1]1([OH:7])[CH:6]=[CH:5][CH:4]=[CH:3][CH:2]=1.C(=O)([O-])[O-].[K+].[K+].Br[CH2:15][C:16]([O:18][CH2:19][CH3:20])=[O:17], predict the reaction product. The product is: [O:7]([CH2:15][C:16]([O:18][CH2:19][CH3:20])=[O:17])[C:1]1[CH:6]=[CH:5][CH:4]=[CH:3][CH:2]=1. (4) Given the reactants [CH3:1][Mg]I.CC1[N:10]=[N:9][C:8]([C:11]#N)=[CH:7][CH:6]=1.Cl.C([O:16][CH2:17][CH3:18])C, predict the reaction product. The product is: [C:17]([C:18]1[N:10]=[N:9][C:8]([CH3:11])=[CH:7][CH:6]=1)(=[O:16])[CH3:1]. (5) Given the reactants [N:1]([CH2:4][CH2:5][C:6]1[CH:14]=[C:9]2[CH:10]=[CH:11][CH:12]=[CH:13][N:8]2[N:7]=1)=[N+]=[N-].C1(P(C2C=CC=CC=2)C2C=CC=CC=2)C=CC=CC=1, predict the reaction product. The product is: [N:7]1[N:8]2[CH:13]=[CH:12][CH:11]=[CH:10][C:9]2=[CH:14][C:6]=1[CH2:5][CH2:4][NH2:1].